This data is from Full USPTO retrosynthesis dataset with 1.9M reactions from patents (1976-2016). The task is: Predict the reactants needed to synthesize the given product. (1) Given the product [Br:18][C:6]1[CH:5]=[CH:4][C:3]([OH:10])=[C:2]([Cl:1])[C:7]=1[CH2:8][OH:9], predict the reactants needed to synthesize it. The reactants are: [Cl:1][C:2]1[C:7]([CH2:8][OH:9])=[CH:6][CH:5]=[CH:4][C:3]=1[OH:10].C1C(=O)N([Br:18])C(=O)C1. (2) Given the product [CH3:40][N:41]1[C:32](=[O:34])[C:4]2[CH:5]([C:20]3[CH:25]=[CH:24][C:23]([C:26]#[N:27])=[CH:22][C:21]=3[S:28]([CH3:31])(=[O:30])=[O:29])[NH:6][C:7](=[O:19])[N:8]([C:9]3[CH:14]=[CH:13][CH:12]=[C:11]([C:15]([F:16])([F:17])[F:18])[CH:10]=3)[C:3]=2[CH2:2]1, predict the reactants needed to synthesize it. The reactants are: Br[CH2:2][C:3]1[N:8]([C:9]2[CH:14]=[CH:13][CH:12]=[C:11]([C:15]([F:18])([F:17])[F:16])[CH:10]=2)[C:7](=[O:19])[NH:6][CH:5]([C:20]2[CH:25]=[CH:24][C:23]([C:26]#[N:27])=[CH:22][C:21]=2[S:28]([CH3:31])(=[O:30])=[O:29])[C:4]=1[C:32]([O:34]CC(Br)CBr)=O.[CH3:40][NH2:41].C1COCC1. (3) Given the product [CH2:1]([O:7][C:13]1[C:12]([F:35])=[C:11]([F:10])[C:16]([CH:17]([S:18]([C:21]([F:24])([F:22])[F:23])(=[O:19])=[O:20])[S:25]([C:28]([F:29])([F:30])[F:31])(=[O:26])=[O:27])=[C:15]([F:32])[C:14]=1[F:33])[CH2:2][CH2:3][CH2:4][CH2:5][CH3:6], predict the reactants needed to synthesize it. The reactants are: [CH2:1]([OH:7])[CH2:2][CH2:3][CH2:4][CH2:5][CH3:6].[H-].[Na+].[F:10][C:11]1[C:16]([CH:17]([S:25]([C:28]([F:31])([F:30])[F:29])(=[O:27])=[O:26])[S:18]([C:21]([F:24])([F:23])[F:22])(=[O:20])=[O:19])=[C:15]([F:32])[C:14]([F:33])=[C:13](F)[C:12]=1[F:35].O.Cl. (4) Given the product [CH:1]1([C:4]2[C:5]([C:15]([OH:17])=[O:16])=[N:6][O:7][C:8]=2[C:9]2[CH:10]=[CH:11][CH:12]=[CH:13][CH:14]=2)[CH2:2][CH2:3]1, predict the reactants needed to synthesize it. The reactants are: [CH:1]1([C:4]2[C:5]([C:15]([O:17]C)=[O:16])=[N:6][O:7][C:8]=2[C:9]2[CH:14]=[CH:13][CH:12]=[CH:11][CH:10]=2)[CH2:3][CH2:2]1.[OH-].[Na+].C(O)(=O)C. (5) Given the product [Cl:15][C:16]1[C:17]([N:22]2[C:26]([C:27]3[O:13][C:12](=[O:14])[C:11]4[C:10]5[C:5](=[CH:6][CH:7]=[CH:8][N:9]=5)[CH:4]=[CH:3][C:2]=4[N:1]=3)=[CH:25][C:24]([C:30]([F:33])([F:31])[F:32])=[N:23]2)=[N:18][CH:19]=[CH:20][CH:21]=1, predict the reactants needed to synthesize it. The reactants are: [NH2:1][C:2]1[C:11]([C:12]([OH:14])=[O:13])=[C:10]2[C:5]([CH:6]=[CH:7][CH:8]=[N:9]2)=[CH:4][CH:3]=1.[Cl:15][C:16]1[C:17]([N:22]2[C:26]([C:27](O)=O)=[CH:25][C:24]([C:30]([F:33])([F:32])[F:31])=[N:23]2)=[N:18][CH:19]=[CH:20][CH:21]=1.N1C=CC=CC=1.CS(Cl)(=O)=O. (6) Given the product [F:1][C:2]1[CH:3]=[CH:4][C:5]([CH2:6][C@H:7]([NH:30][C:31]([C:33]2[NH:42][C:36]3=[CH:37][N:38]=[C:39]([Cl:41])[CH:40]=[C:35]3[CH:34]=2)=[O:32])[C:8]([N:10]2[CH2:11][CH2:12][CH:13]([NH:16][CH3:29])[CH2:14][CH2:15]2)=[O:9])=[CH:43][CH:44]=1, predict the reactants needed to synthesize it. The reactants are: [F:1][C:2]1[CH:44]=[CH:43][C:5]([CH2:6][C@H:7]([NH:30][C:31]([C:33]2[NH:42][C:36]3=[CH:37][N:38]=[C:39]([Cl:41])[CH:40]=[C:35]3[CH:34]=2)=[O:32])[C:8]([N:10]2[CH2:15][CH2:14][CH:13]([N:16]([CH3:29])S(C3C=CC=CC=3[N+]([O-])=O)(=O)=O)[CH2:12][CH2:11]2)=[O:9])=[CH:4][CH:3]=1.C1C=CC(S)=CC=1.C(=O)([O-])[O-].[K+].[K+].Cl. (7) Given the product [Cl:1][C:2]1[CH:7]=[CH:6][C:5]([C@H:8]([NH2:10])[CH3:9])=[C:4]([F:17])[CH:3]=1, predict the reactants needed to synthesize it. The reactants are: [Cl:1][C:2]1[CH:7]=[CH:6][C:5]([C@H:8]([NH:10][S@](C(C)(C)C)=O)[CH3:9])=[C:4]([F:17])[CH:3]=1.Cl.O1CCOCC1. (8) Given the product [SH:8][C:4]1[CH:3]=[C:2]([C:18]([OH:21])([CH2:19][CH3:20])[CH2:17][CH3:16])[CH:7]=[CH:6][CH:5]=1, predict the reactants needed to synthesize it. The reactants are: Br[C:2]1[CH:3]=[C:4]([SH:8])[CH:5]=[CH:6][CH:7]=1.[H-].[Na+].C([Li])CCC.[CH3:16][CH2:17][C:18](=[O:21])[CH2:19][CH3:20].Cl.